The task is: Predict the product of the given reaction.. This data is from Forward reaction prediction with 1.9M reactions from USPTO patents (1976-2016). (1) The product is: [Cl:1][C:2]1[CH:7]=[CH:6][CH:5]=[CH:4][C:3]=1[CH2:8][C:9]([C:15]1[CH:20]=[CH:19][CH:18]=[CH:17][CH:16]=1)=[O:10]. Given the reactants [Cl:1][C:2]1[CH:7]=[CH:6][CH:5]=[CH:4][C:3]=1[CH2:8][C:9](N(OC)C)=[O:10].[C:15]1([Mg]Br)[CH:20]=[CH:19][CH:18]=[CH:17][CH:16]=1.CCOC(C)=O, predict the reaction product. (2) Given the reactants FC(F)(F)S(O[C:7]1[CH:28]=[CH:27][C:26]2[C:9](=[CH:10][C:11]3[C:24]([CH:25]=2)=[C:23]([C:29]#[C:30][Si:31]([CH:38]([CH3:40])[CH3:39])([CH:35]([CH3:37])[CH3:36])[CH:32]([CH3:34])[CH3:33])[C:22]2[C:13](=[CH:14][C:15]4[C:20]([CH:21]=2)=[CH:19][C:18](OS(C(F)(F)F)(=O)=O)=[CH:17][CH:16]=4)[C:12]=3[C:49]#[C:50][Si:51]([CH:58]([CH3:60])[CH3:59])([CH:55]([CH3:57])[CH3:56])[CH:52]([CH3:54])[CH3:53])[CH:8]=1)(=O)=O.[CH:63]([Si:66]([C:73]#[CH:74])([CH:70]([CH3:72])[CH3:71])[CH:67]([CH3:69])[CH3:68])([CH3:65])[CH3:64], predict the reaction product. The product is: [CH:70]([Si:66]([CH:67]([CH3:68])[CH3:69])([CH:63]([CH3:65])[CH3:64])[C:73]#[C:74][C:18]1[CH:17]=[CH:16][C:15]2[C:20](=[CH:21][C:22]3[C:13]([CH:14]=2)=[C:12]([C:49]#[C:50][Si:51]([CH:52]([CH3:54])[CH3:53])([CH:58]([CH3:60])[CH3:59])[CH:55]([CH3:56])[CH3:57])[C:11]2[C:24](=[CH:25][C:26]4[C:9]([CH:10]=2)=[CH:8][C:7]([C:29]#[C:30][Si:31]([CH:32]([CH3:34])[CH3:33])([CH:38]([CH3:40])[CH3:39])[CH:35]([CH3:37])[CH3:36])=[CH:28][CH:27]=4)[C:23]=3[C:29]#[C:30][Si:31]([CH:32]([CH3:33])[CH3:34])([CH:35]([CH3:36])[CH3:37])[CH:38]([CH3:39])[CH3:40])[CH:19]=1)([CH3:72])[CH3:71]. (3) The product is: [C:21]1(=[O:30])[N:20]([C:16]2[N:15]=[C:14]([NH:13][C:6](=[O:7])[C:5]3[CH:9]=[CH:10][CH:11]=[CH:12][C:4]=3[N+:1]([O-:3])=[O:2])[CH:19]=[CH:18][CH:17]=2)[C:24](=[O:25])[C:23]2=[CH:26][CH:27]=[CH:28][CH:29]=[C:22]12. Given the reactants [N+:1]([C:4]1[CH:12]=[CH:11][CH:10]=[CH:9][C:5]=1[C:6](Cl)=[O:7])([O-:3])=[O:2].[NH2:13][C:14]1[CH:19]=[CH:18][CH:17]=[C:16]([N:20]2[C:24](=[O:25])[C:23]3=[CH:26][CH:27]=[CH:28][CH:29]=[C:22]3[C:21]2=[O:30])[N:15]=1, predict the reaction product. (4) Given the reactants [Br:1][C:2]1[CH:3]=[C:4]([OH:8])[CH:5]=[CH:6][CH:7]=1.[Mg+2].[Cl-].[Cl-].[CH2:12]=[O:13], predict the reaction product. The product is: [Br:1][C:2]1[CH:7]=[CH:6][C:5]([CH:12]=[O:13])=[C:4]([OH:8])[CH:3]=1. (5) Given the reactants [N:1]1([C:7]2[CH:8]=[N:9][C:10]3[C:15]([N:16]=2)=[CH:14][C:13]([C:17]2[CH:18]=[C:19]([NH:23][S:24]([C:27]4[CH:32]=[CH:31][CH:30]=[CH:29][CH:28]=4)(=[O:26])=[O:25])[CH:20]=[N:21][CH:22]=2)=[CH:12][CH:11]=3)[CH2:6][CH2:5][NH:4][CH2:3][CH2:2]1.C(N(CC)CC)C.S(Cl)(Cl)(=O)=O.[CH3:45][CH:46]([CH3:52])[CH2:47][S:48](Cl)(=[O:50])=[O:49], predict the reaction product. The product is: [CH3:45][CH:46]([CH3:52])[CH2:47][S:48]([N:4]1[CH2:5][CH2:6][N:1]([C:7]2[CH:8]=[N:9][C:10]3[C:15]([N:16]=2)=[CH:14][C:13]([C:17]2[CH:18]=[C:19]([NH:23][S:24]([C:27]4[CH:32]=[CH:31][CH:30]=[CH:29][CH:28]=4)(=[O:26])=[O:25])[CH:20]=[N:21][CH:22]=2)=[CH:12][CH:11]=3)[CH2:2][CH2:3]1)(=[O:50])=[O:49].